Dataset: Reaction yield outcomes from USPTO patents with 853,638 reactions. Task: Predict the reaction yield, written as a fraction of the theoretical maximum amount of product (1.0 means a 100% yield; for example, 0.34 means a 34% yield). The reactants are [CH2:1]([O:5][C:6]1[CH:7]=[C:8]([CH2:13][OH:14])[CH:9]=[CH:10][C:11]=1[I:12])[CH2:2][CH2:3][CH3:4]. The catalyst is ClCCl.[O-2].[O-2].[Mn+4]. The product is [CH2:1]([O:5][C:6]1[CH:7]=[C:8]([CH:9]=[CH:10][C:11]=1[I:12])[CH:13]=[O:14])[CH2:2][CH2:3][CH3:4]. The yield is 0.780.